Dataset: NCI-60 drug combinations with 297,098 pairs across 59 cell lines. Task: Regression. Given two drug SMILES strings and cell line genomic features, predict the synergy score measuring deviation from expected non-interaction effect. Drug 1: C1C(C(OC1N2C=C(C(=O)NC2=O)F)CO)O. Drug 2: C1CNP(=O)(OC1)N(CCCl)CCCl. Cell line: K-562. Synergy scores: CSS=21.3, Synergy_ZIP=-6.32, Synergy_Bliss=-3.80, Synergy_Loewe=-12.4, Synergy_HSA=-3.61.